Dataset: Forward reaction prediction with 1.9M reactions from USPTO patents (1976-2016). Task: Predict the product of the given reaction. (1) Given the reactants [N+:1]([C:4]1[CH:25]=[CH:24][CH:23]=[CH:22][C:5]=1[CH2:6][NH:7][CH2:8][CH:9]1[CH2:14][CH2:13][N:12]([C:15]([O:17][C:18]([CH3:21])([CH3:20])[CH3:19])=[O:16])[CH2:11][CH2:10]1)([O-])=O, predict the reaction product. The product is: [NH2:1][C:4]1[CH:25]=[CH:24][CH:23]=[CH:22][C:5]=1[CH2:6][NH:7][CH2:8][CH:9]1[CH2:10][CH2:11][N:12]([C:15]([O:17][C:18]([CH3:20])([CH3:21])[CH3:19])=[O:16])[CH2:13][CH2:14]1. (2) The product is: [CH2:1]([O:3][C:4]([C:6]1[CH:7]=[N:8][C:9]2[C:14]([C:15]=1[NH:26][CH2:25][C:24]1[CH:27]=[CH:28][CH:29]=[C:22]([C:21]([F:20])([F:30])[F:31])[CH:23]=1)=[CH:13][CH:12]=[CH:11][C:10]=2[NH2:17])=[O:5])[CH3:2]. Given the reactants [CH2:1]([O:3][C:4]([C:6]1[CH:7]=[N:8][C:9]2[C:14]([C:15]=1Cl)=[CH:13][CH:12]=[CH:11][C:10]=2[N+:17]([O-])=O)=[O:5])[CH3:2].[F:20][C:21]([F:31])([F:30])[C:22]1[CH:23]=[C:24]([CH:27]=[CH:28][CH:29]=1)[CH2:25][NH2:26], predict the reaction product. (3) Given the reactants C(O[C@H](C)[C@H](NC(OCC1C2C=CC=CC=2C2C1=CC=CC=2)=O)C(O)=O)C1C=CC=CC=1.[C:33]([O:37][C:38]([NH:40][C@H:41]([C:45]1[CH:50]=[CH:49][C:48]([O:51][CH2:52][CH2:53][O:54][CH:55]2CCCCO2)=[CH:47][CH:46]=1)[C:42]([OH:44])=[O:43])=[O:39])([CH3:36])([CH3:35])[CH3:34], predict the reaction product. The product is: [C:33]([O:37][C:38]([NH:40][C@H:41]([C:45]1[CH:46]=[CH:47][C:48]([O:51][CH2:52][CH2:53][O:54][CH3:55])=[CH:49][CH:50]=1)[C:42]([OH:44])=[O:43])=[O:39])([CH3:36])([CH3:35])[CH3:34]. (4) Given the reactants [NH2:1][C:2]1[N:7]=[CH:6][N:5]=[C:4]2[N:8]([C@@H:24]3[CH2:29][CH2:28][CH2:27][N:26]([C:30]([C:32](=[CH:35][C:36]([CH3:47])([CH3:46])[CH2:37][O:38][Si](C(C)(C)C)(C)C)[C:33]#[N:34])=[O:31])[CH2:25]3)[N:9]=[C:10]([C:11]3[CH:16]=[CH:15][C:14]([O:17][C:18]4[CH:23]=[CH:22][CH:21]=[CH:20][CH:19]=4)=[CH:13][CH:12]=3)[C:3]=12.CCCC[N+](CCCC)(CCCC)CCCC.[F-], predict the reaction product. The product is: [NH2:1][C:2]1[N:7]=[CH:6][N:5]=[C:4]2[N:8]([C@@H:24]3[CH2:29][CH2:28][CH2:27][N:26]([C:30]([C:32](=[CH:35][C:36]([CH3:47])([CH3:46])[CH2:37][OH:38])[C:33]#[N:34])=[O:31])[CH2:25]3)[N:9]=[C:10]([C:11]3[CH:12]=[CH:13][C:14]([O:17][C:18]4[CH:19]=[CH:20][CH:21]=[CH:22][CH:23]=4)=[CH:15][CH:16]=3)[C:3]=12. (5) Given the reactants [H-].[H-].[H-].[H-].[Li+].[Al+3].[NH2:7][C:8]1[CH:16]=[CH:15][CH:14]=[C:13]([F:17])[C:9]=1[C:10](O)=[O:11].[O-]S([O-])(=O)=O.[Na+].[Na+], predict the reaction product. The product is: [NH2:7][C:8]1[CH:16]=[CH:15][CH:14]=[C:13]([F:17])[C:9]=1[CH2:10][OH:11]. (6) Given the reactants [CH:1]1([N:6]2[C:10]3[N:11]=[C:12]([C@H:16]4[C@H:20]([CH3:21])[CH2:19][NH:18][CH2:17]4)[NH:13][C:14](=[O:15])[C:9]=3[CH:8]=[N:7]2)[CH2:5][CH2:4][CH2:3][CH2:2]1.[CH3:22][N:23]1[C:27]2[CH:28]=[CH:29][CH:30]=[CH:31][C:26]=2[N:25]=[C:24]1[CH:32]=O, predict the reaction product. The product is: [CH:1]1([N:6]2[C:10]3[N:11]=[C:12]([C@H:16]4[C@H:20]([CH3:21])[CH2:19][N:18]([CH2:32][C:24]5[N:23]([CH3:22])[C:27]6[CH:28]=[CH:29][CH:30]=[CH:31][C:26]=6[N:25]=5)[CH2:17]4)[NH:13][C:14](=[O:15])[C:9]=3[CH:8]=[N:7]2)[CH2:5][CH2:4][CH2:3][CH2:2]1. (7) The product is: [Cl:13][C:3]1[CH:4]=[CH:5][C:6]([C:7]([C:9]2[CH:18]=[C:17]([C:16]([OH:19])([C:15]([F:24])([F:14])[F:25])[C:20]([F:21])([F:23])[F:22])[O:11][N:10]=2)=[O:8])=[CH:1][CH:2]=1. Given the reactants [CH:1]1[C:6]([C:7](/[C:9](/Cl)=[N:10]/[OH:11])=[O:8])=[CH:5][CH:4]=[C:3]([Cl:13])[CH:2]=1.[F:14][C:15]([F:25])([F:24])[C:16]([C:20]([F:23])([F:22])[F:21])([OH:19])[C:17]#[CH:18].C(N(CC)CC)C, predict the reaction product. (8) The product is: [CH:23]([N:19]1[C:18]([C:12]2[CH:13]=[C:14]3[N:10]([C:9]4[CH:26]=[C:5]([CH:3]5[CH2:2][N:1]([CH2:33][C:30]6[CH:31]=[CH:32][N:27]=[CH:28][CH:29]=6)[CH2:4]5)[CH:6]=[CH:7][C:8]=4[O:17][CH2:16][CH2:15]3)[N:11]=2)=[N:22][CH:21]=[N:20]1)([CH3:24])[CH3:25]. Given the reactants [NH:1]1[CH2:4][CH:3]([C:5]2[CH:6]=[CH:7][C:8]3[O:17][CH2:16][CH2:15][C:14]4[N:10]([N:11]=[C:12]([C:18]5[N:19]([CH:23]([CH3:25])[CH3:24])[N:20]=[CH:21][N:22]=5)[CH:13]=4)[C:9]=3[CH:26]=2)[CH2:2]1.[N:27]1[CH:32]=[CH:31][C:30]([CH:33]=O)=[CH:29][CH:28]=1.CO, predict the reaction product. (9) Given the reactants I[C:2]1[CH:7]=[CH:6][C:5]([Cl:8])=[CH:4][C:3]=1[C:9]([F:12])([F:11])[F:10].C(=O)([O-])[O-].[K+].[K+].[N:19]1[CH:24]=[CH:23][C:22](B(O)O)=[CH:21][CH:20]=1.[Cl-].[NH4+], predict the reaction product. The product is: [F:10][C:9]([F:12])([F:11])[C:3]1[CH:4]=[C:5]([Cl:8])[CH:6]=[CH:7][C:2]=1[C:22]1[CH:23]=[CH:24][N:19]=[CH:20][CH:21]=1.